Dataset: Forward reaction prediction with 1.9M reactions from USPTO patents (1976-2016). Task: Predict the product of the given reaction. (1) Given the reactants [Cl:1][C:2]1[C:7]([C:8]2[CH:13]=[CH:12][CH:11]=[CH:10][CH:9]=2)=[CH:6][N:5]=[C:4]2[N:14](S(C3C=CC=CC=3)(=O)=O)[CH:15]=[CH:16][C:3]=12.C1COCC1.O.[Li+].[OH-], predict the reaction product. The product is: [Cl:1][C:2]1[C:7]([C:8]2[CH:13]=[CH:12][CH:11]=[CH:10][CH:9]=2)=[CH:6][N:5]=[C:4]2[NH:14][CH:15]=[CH:16][C:3]=12. (2) Given the reactants S(Cl)(Cl)=O.[N+:5]([C:8]1[CH:9]=[N:10][C:11]2[C:16]([C:17]=1O)=[CH:15][CH:14]=[CH:13][CH:12]=2)([O-:7])=[O:6].CN(C=O)C.[NH2:24][CH2:25][CH2:26][CH2:27][OH:28], predict the reaction product. The product is: [N+:5]([C:8]1[CH:9]=[N:10][C:11]2[C:16]([C:17]=1[NH:24][CH2:25][CH2:26][CH2:27][OH:28])=[CH:15][CH:14]=[CH:13][CH:12]=2)([O-:7])=[O:6]. (3) Given the reactants C([O:3][C:4]1[CH:9]=[C:8]([Cl:10])[CH:7]=[CH:6][C:5]=1[O:11][CH2:12][C:13]1[CH:18]=[CH:17][CH:16]=[CH:15][CH:14]=1)=O.C[O-].[Na+], predict the reaction product. The product is: [CH2:12]([O:11][C:5]1[CH:6]=[CH:7][C:8]([Cl:10])=[CH:9][C:4]=1[OH:3])[C:13]1[CH:14]=[CH:15][CH:16]=[CH:17][CH:18]=1. (4) Given the reactants [CH3:1][O:2][C:3](=[O:17])[C:4]1[CH:9]=[CH:8][C:7]([S:10](Cl)(=[O:12])=[O:11])=[C:6]([N+:14]([O-:16])=[O:15])[CH:5]=1.[N:18]1[CH:23]=[CH:22][CH:21]=[CH:20][CH:19]=1, predict the reaction product. The product is: [CH3:1][O:2][C:3](=[O:17])[C:4]1[CH:9]=[CH:8][C:7]([S:10](=[O:12])(=[O:11])[NH:14][C:6]2[CH:5]=[CH:4][CH:3]=[C:22]3[C:23]=2[N:18]=[CH:19][CH:20]=[CH:21]3)=[C:6]([N+:14]([O-:16])=[O:15])[CH:5]=1. (5) Given the reactants [CH3:1][O:2][C:3](=[O:12])[C:4]1[CH:9]=[CH:8][N:7]=[C:6](Cl)[C:5]=1[Cl:11].[CH3:13][N:14](C=O)C, predict the reaction product. The product is: [CH3:1][O:2][C:3](=[O:12])[C:4]1[CH:9]=[CH:8][N:7]=[C:6]([C:13]#[N:14])[C:5]=1[Cl:11]. (6) Given the reactants [C:1]([C:3]1[CH:4]=[C:5]([CH3:12])[C:6]([C:9]([OH:11])=O)=[N:7][CH:8]=1)#[N:2].C(Cl)(=O)C(Cl)=O.[NH2:19][C:20]1[N:25]=[C:24]([C@:26]2([CH3:44])[CH2:31][C@@H:30]([C:32]([F:35])([F:34])[F:33])[O:29][C:28]([NH:36][C:37](=[O:43])[O:38][C:39]([CH3:42])([CH3:41])[CH3:40])=[N:27]2)[C:23]([F:45])=[CH:22][CH:21]=1.C(N(CC)C(C)C)(C)C.C(C1C=C(C)C(C(Cl)=O)=NC=1)#N, predict the reaction product. The product is: [C:1]([C:3]1[CH:4]=[C:5]([CH3:12])[C:6]([C:9]([NH:19][C:20]2[N:25]=[C:24]([C@:26]3([CH3:44])[CH2:31][C@@H:30]([C:32]([F:35])([F:33])[F:34])[O:29][C:28]([NH:36][C:37](=[O:43])[O:38][C:39]([CH3:40])([CH3:42])[CH3:41])=[N:27]3)[C:23]([F:45])=[CH:22][CH:21]=2)=[O:11])=[N:7][CH:8]=1)#[N:2]. (7) Given the reactants C[Si]([N-][Si](C)(C)C)(C)C.[Li+].[CH3:11][CH:12]1[N:17]([CH2:18][C:19]([F:22])([F:21])[F:20])[C:16](=[O:23])[CH2:15][CH2:14][CH:13]1[C:24]1[CH:29]=[C:28]([F:30])[CH:27]=[C:26]([F:31])[C:25]=1[F:32].C(C1C=C(C(C)C)C=C(C(C)C)C=1S([N:51]=[N+:52]=[N-:53])(=O)=O)(C)C.CC(O)=O.C(=O)(O)[O-].[Na+], predict the reaction product. The product is: [N:51]([CH:15]1[CH2:14][CH:13]([C:24]2[CH:29]=[C:28]([F:30])[CH:27]=[C:26]([F:31])[C:25]=2[F:32])[CH:12]([CH3:11])[N:17]([CH2:18][C:19]([F:22])([F:20])[F:21])[C:16]1=[O:23])=[N+:52]=[N-:53].